From a dataset of Reaction yield outcomes from USPTO patents with 853,638 reactions. Predict the reaction yield, written as a fraction of the theoretical maximum amount of product (1.0 means a 100% yield; for example, 0.34 means a 34% yield). The reactants are [Br-].[Mg+2].[Br-].C([O:11][C:12]1[CH:21]=[C:20]([O:22][CH2:23][C:24]2[CH:29]=[CH:28][CH:27]=[CH:26][CH:25]=2)[CH:19]=[C:18]2[C:13]=1[C:14](=[O:30])[NH:15][CH:16]=[N:17]2)C1C=CC=CC=1. The catalyst is N1C=CC=CC=1. The product is [CH2:23]([O:22][C:20]1[CH:19]=[C:18]2[C:13]([C:14](=[O:30])[NH:15][CH:16]=[N:17]2)=[C:12]([OH:11])[CH:21]=1)[C:24]1[CH:25]=[CH:26][CH:27]=[CH:28][CH:29]=1. The yield is 0.990.